From a dataset of Catalyst prediction with 721,799 reactions and 888 catalyst types from USPTO. Predict which catalyst facilitates the given reaction. (1) Reactant: [CH2:1]([O:3][C:4]([C:6]1[CH:11]=[CH:10][C:9](B(O)O)=[CH:8][C:7]=1[O:15][CH3:16])=[O:5])[CH3:2].[NH:17]1[CH:21]=[CH:20][CH:19]=[N:18]1.N1C=CC=CC=1. Product: [CH3:16][O:15][C:7]1[CH:8]=[C:9]([N:17]2[CH:21]=[CH:20][CH:19]=[N:18]2)[CH:10]=[CH:11][C:6]=1[C:4]([O:3][CH2:1][CH3:2])=[O:5]. The catalyst class is: 221. (2) Reactant: [Cl:1][C:2]1[CH:7]=[CH:6][C:5]([C:8]2[C:9]([C:16]3[CH:21]=[CH:20][CH:19]=[CH:18][CH:17]=3)=[CH:10][N:11]3[C:15]=2[CH2:14][CH2:13][CH2:12]3)=[CH:4][CH:3]=1.C(N(CC)CC)C.[O:29]=[C:30](Cl)OC(Cl)(Cl)Cl.[C:37]([OH:41])([CH3:40])([CH3:39])[CH3:38]. Product: [Cl:1][C:2]1[CH:3]=[CH:4][C:5]([C:8]2[C:9]([C:16]3[CH:17]=[CH:18][CH:19]=[CH:20][CH:21]=3)=[C:10]([C:30]([O:41][C:37]([CH3:40])([CH3:39])[CH3:38])=[O:29])[N:11]3[C:15]=2[CH2:14][CH2:13][CH2:12]3)=[CH:6][CH:7]=1. The catalyst class is: 1. (3) Reactant: [N+:1]([C:4]1[C:5]([CH2:10]P(=O)(OCC)OCC)=[N:6][CH:7]=[N:8][CH:9]=1)([O-:3])=[O:2].[H-].[Na+].[C:21]([N:28]1[CH2:33][CH2:32][CH2:31][CH2:30][CH2:29]1)([O:23][C:24]([CH3:27])([CH3:26])[CH3:25])=[O:22]. Product: [N+:1]([C:4]1[C:5]([CH:10]=[C:31]2[CH2:32][CH2:33][N:28]([C:21]([O:23][C:24]([CH3:27])([CH3:26])[CH3:25])=[O:22])[CH2:29][CH2:30]2)=[N:6][CH:7]=[N:8][CH:9]=1)([O-:3])=[O:2]. The catalyst class is: 1. (4) Reactant: [CH2:1]([O:8][C:9]([N:11]1[CH2:16][CH2:15][CH2:14][CH:13]([CH2:17][NH:18][C:19]2[C:24]([C:25]([O:27]CC)=[O:26])=[CH:23][N:22]=[C:21]([Cl:30])[N:20]=2)[CH2:12]1)=[O:10])[C:2]1[CH:7]=[CH:6][CH:5]=[CH:4][CH:3]=1.[OH-].[Na+].Cl.O. Product: [CH2:1]([O:8][C:9]([N:11]1[CH2:16][CH2:15][CH2:14][CH:13]([CH2:17][NH:18][C:19]2[C:24]([C:25]([OH:27])=[O:26])=[CH:23][N:22]=[C:21]([Cl:30])[N:20]=2)[CH2:12]1)=[O:10])[C:2]1[CH:7]=[CH:6][CH:5]=[CH:4][CH:3]=1. The catalyst class is: 49. (5) The catalyst class is: 1. Product: [Cl:30][C:24]1[CH:25]=[C:26]([Cl:29])[CH:27]=[CH:28][C:23]=1[C:11]1[C:12](=[O:22])[O:13][C:14]2[C:19]([C:10]=1[CH2:9][C:8]1[CH:31]=[CH:32][C:5]([O:4][CH2:3][CH2:2][N:33]3[CH2:37][CH2:36][CH2:35][CH2:34]3)=[CH:6][CH:7]=1)=[CH:18][CH:17]=[C:16]([OH:20])[C:15]=2[I:21]. Reactant: Br[CH2:2][CH2:3][O:4][C:5]1[CH:32]=[CH:31][C:8]([CH2:9][C:10]2[C:19]3[C:14](=[C:15]([I:21])[C:16]([OH:20])=[CH:17][CH:18]=3)[O:13][C:12](=[O:22])[C:11]=2[C:23]2[CH:28]=[CH:27][C:26]([Cl:29])=[CH:25][C:24]=2[Cl:30])=[CH:7][CH:6]=1.[NH:33]1[CH2:37][CH2:36][CH2:35][CH2:34]1. (6) Reactant: [F:1][C:2]([F:14])([F:13])[C:3]1[CH:4]=[CH:5][C:6]2[O:10][N:9]=[C:8]([NH2:11])[C:7]=2[CH:12]=1.O.[C:16]([OH:20])(=[O:19])[CH:17]=O.CC(O)=O. Product: [F:14][C:2]([F:1])([F:13])[C:3]1[CH:4]=[CH:5][C:6]2[O:10][N:9]=[C:8]([NH:11][CH2:17][C:16]([OH:20])=[O:19])[C:7]=2[CH:12]=1. The catalyst class is: 5. (7) Reactant: C[Si]([N-][Si](C)(C)C)(C)C.[Na+].[O:11]=[C:12]1[CH2:16][N:15]([C:17]([O:19][CH2:20][C:21]2[CH:26]=[CH:25][CH:24]=[CH:23][CH:22]=2)=[O:18])[C@H:14]([C:27](=[O:39])[NH:28][C@H:29]2[C:38]3[C:33](=[CH:34][CH:35]=[CH:36][CH:37]=3)[CH2:32][CH2:31][CH2:30]2)[CH2:13]1.C1(N([S:47]([C:50]([F:53])([F:52])[F:51])(=[O:49])=[O:48])[S:47]([C:50]([F:53])([F:52])[F:51])(=[O:49])=[O:48])C=CC=CC=1. Product: [C@H:29]1([NH:28][C:27]([C@@H:14]2[CH:13]=[C:12]([O:11][S:47]([C:50]([F:53])([F:52])[F:51])(=[O:49])=[O:48])[CH2:16][N:15]2[C:17]([O:19][CH2:20][C:21]2[CH:22]=[CH:23][CH:24]=[CH:25][CH:26]=2)=[O:18])=[O:39])[C:38]2[C:33](=[CH:34][CH:35]=[CH:36][CH:37]=2)[CH2:32][CH2:31][CH2:30]1. The catalyst class is: 1. (8) Reactant: [NH2:1][CH2:2][C:3]1[C:12](=[O:13])[C:11]2[C:6](=[CH:7][C:8]([Cl:14])=[CH:9][CH:10]=2)[N:5]([C:15]2[CH:20]=[CH:19][CH:18]=[CH:17][CH:16]=2)[CH:4]=1.C(N(CC)C(C)C)(C)C.Cl[C:31]1[CH:36]=[C:35](Cl)[N:34]=[CH:33][N:32]=1.[NH:38]1[CH2:43][CH2:42][CH2:41][CH2:40][CH2:39]1. Product: [Cl:14][C:8]1[CH:7]=[C:6]2[C:11]([C:12](=[O:13])[C:3]([CH2:2][NH:1][C:31]3[CH:36]=[C:35]([N:38]4[CH2:43][CH2:42][CH2:41][CH2:40][CH2:39]4)[N:34]=[CH:33][N:32]=3)=[CH:4][N:5]2[C:15]2[CH:16]=[CH:17][CH:18]=[CH:19][CH:20]=2)=[CH:10][CH:9]=1. The catalyst class is: 37. (9) Reactant: C(OC([NH:8][C@@H:9]1[CH2:14][CH2:13][CH2:12][CH2:11][C@H:10]1[C:15]([N:17]1[CH2:22][CH2:21][CH:20]([CH2:23][C:24]([OH:26])=O)[CH2:19][CH2:18]1)=[O:16])=O)(C)(C)C.[Cl:27][C:28]1[CH:29]=[C:30]([CH:32]=[C:33]([Cl:35])[CH:34]=1)[NH2:31].CN(C(ON1N=NC2C=CC=NC1=2)=[N+](C)C)C.F[P-](F)(F)(F)(F)F.CCN(C(C)C)C(C)C. Product: [NH2:8][C@@H:9]1[CH2:14][CH2:13][CH2:12][CH2:11][C@H:10]1[C:15]([N:17]1[CH2:18][CH2:19][CH:20]([CH2:23][C:24]([NH:31][C:30]2[CH:29]=[C:28]([Cl:27])[CH:34]=[C:33]([Cl:35])[CH:32]=2)=[O:26])[CH2:21][CH2:22]1)=[O:16]. The catalyst class is: 31.